From a dataset of Forward reaction prediction with 1.9M reactions from USPTO patents (1976-2016). Predict the product of the given reaction. (1) Given the reactants [Br:1][C:2]1[C:13]([CH3:14])=[CH:12][C:5]([O:6][CH2:7][CH:8]2[CH2:11][NH:10][CH2:9]2)=[CH:4][C:3]=1[CH3:15].CCN(C(C)C)C(C)C.[CH3:25][S:26](Cl)(=[O:28])=[O:27], predict the reaction product. The product is: [Br:1][C:2]1[C:13]([CH3:14])=[CH:12][C:5]([O:6][CH2:7][CH:8]2[CH2:11][N:10]([S:26]([CH3:25])(=[O:28])=[O:27])[CH2:9]2)=[CH:4][C:3]=1[CH3:15]. (2) Given the reactants [C:1](=[O:12])(OC(Cl)(Cl)Cl)OC(Cl)(Cl)Cl.Cl.Cl.[NH2:15][CH:16]1[CH2:21][CH2:20][N:19]([CH2:22][C:23]#[N:24])[CH2:18][CH2:17]1.[C@H:25]1([NH:34][C:35]2[CH:44]=[CH:43][C:42]3[C:37](=[CH:38][CH:39]=[C:40]([NH2:45])[CH:41]=3)[N:36]=2)[C:33]2[C:28](=[CH:29][CH:30]=[CH:31][CH:32]=2)[CH2:27][CH2:26]1, predict the reaction product. The product is: [C:23]([CH2:22][N:19]1[CH2:20][CH2:21][CH:16]([NH:15][C:1]([NH:45][C:40]2[CH:41]=[C:42]3[C:37](=[CH:38][CH:39]=2)[N:36]=[C:35]([NH:34][C@H:25]2[C:33]4[C:28](=[CH:29][CH:30]=[CH:31][CH:32]=4)[CH2:27][CH2:26]2)[CH:44]=[CH:43]3)=[O:12])[CH2:17][CH2:18]1)#[N:24].